From a dataset of Reaction yield outcomes from USPTO patents with 853,638 reactions. Predict the reaction yield, written as a fraction of the theoretical maximum amount of product (1.0 means a 100% yield; for example, 0.34 means a 34% yield). The reactants are [CH:1]1[C:14]2[C:5](=[CH:6][C:7]3[C:12]([C:13]=2[CH2:15][O:16][C:17](=[O:25])[NH:18][CH2:19][CH2:20][O:21][CH2:22][CH2:23][OH:24])=[CH:11][CH:10]=[CH:9][CH:8]=3)[CH:4]=[CH:3][CH:2]=1.[H-].[Na+].C1COCC1.[Cl:33][CH2:34][CH2:35][CH2:36][CH2:37][CH2:38][CH2:39]I. The catalyst is CCCCCCC.C(OCC)(=O)C. The product is [CH:11]1[C:12]2[C:7](=[CH:6][C:5]3[C:14]([C:13]=2[CH2:15][O:16][C:17](=[O:25])[NH:18][CH2:19][CH2:20][O:21][CH2:22][CH2:23][O:24][CH2:39][CH2:38][CH2:37][CH2:36][CH2:35][CH2:34][Cl:33])=[CH:1][CH:2]=[CH:3][CH:4]=3)[CH:8]=[CH:9][CH:10]=1. The yield is 0.410.